Dataset: Experimental lipophilicity measurements (octanol/water distribution) for 4,200 compounds from AstraZeneca. Task: Regression/Classification. Given a drug SMILES string, predict its absorption, distribution, metabolism, or excretion properties. Task type varies by dataset: regression for continuous measurements (e.g., permeability, clearance, half-life) or binary classification for categorical outcomes (e.g., BBB penetration, CYP inhibition). For this dataset (lipophilicity_astrazeneca), we predict Y. (1) The molecule is Cc1cc(C)nc(SCC(=O)Nc2cc(C)on2)n1. The Y is 1.52 logD. (2) The compound is CCN(C(=O)Cc1ccc(S(C)(=O)=O)cc1)C1CCN(CCC(c2ccccc2)c2ccc(NC(=O)Cc3ccccc3)cc2)CC1. The Y is 3.61 logD. (3) The molecule is Oc1ccc(-c2nc3ccccc3s2)cc1. The Y is 4.10 logD. (4) The molecule is CN1CCN(CCCN2c3ccccc3Sc3ccc(C(F)(F)F)cc32)CC1. The Y is 4.31 logD. (5) The compound is N#Cc1nc(NC2CC3CCC2C3)c(N)c(N2CCOCC2)n1. The Y is 3.53 logD. (6) The drug is O=C(NC1Cc2ccccc2N(CCO)C1=O)c1cc2cc(Cl)sc2[nH]1. The Y is 3.05 logD. (7) The compound is O=C(c1csc2c1CCCC2)N1CCCCC1. The Y is 3.20 logD.